Predict the product of the given reaction. From a dataset of Forward reaction prediction with 1.9M reactions from USPTO patents (1976-2016). (1) Given the reactants Cl[C:2]1[N:3]=[C:4]([N:21]2[CH2:26][CH2:25][O:24][CH2:23][CH2:22]2)[C:5]2[S:10][CH:9]=[C:8]([C:11]3[CH:16]=[CH:15][CH:14]=[C:13]([S:17]([CH3:20])(=[O:19])=[O:18])[CH:12]=3)[C:6]=2[N:7]=1.CC1(C)C(C)(C)OB([C:35]2[CH:36]=[N:37][C:38]([NH2:41])=[N:39][CH:40]=2)O1, predict the reaction product. The product is: [CH3:20][S:17]([C:13]1[CH:12]=[C:11]([C:8]2[C:6]3[N:7]=[C:2]([C:35]4[CH:36]=[N:37][C:38]([NH2:41])=[N:39][CH:40]=4)[N:3]=[C:4]([N:21]4[CH2:26][CH2:25][O:24][CH2:23][CH2:22]4)[C:5]=3[S:10][CH:9]=2)[CH:16]=[CH:15][CH:14]=1)(=[O:19])=[O:18]. (2) Given the reactants Cl.[NH2:2][C@H:3]([CH2:22][C:23]1[CH:28]=[CH:27][C:26]([Cl:29])=[CH:25][CH:24]=1)[C:4]([N:6]1[CH2:11][CH2:10][CH:9]([C:12]2[CH:17]=[CH:16][CH:15]=[CH:14][C:13]=2[C:18]([F:21])([F:20])[F:19])[CH2:8][CH2:7]1)=[O:5].CCN(C(C)C)C(C)C.[N:39]1([C:52]([O:54][C:55]([CH3:58])([CH3:57])[CH3:56])=[O:53])[CH2:48][C:47]2[C:42](=[CH:43][CH:44]=[CH:45][CH:46]=2)[CH2:41][C@H:40]1[C:49](O)=[O:50].C1C=NC2N(O)N=NC=2C=1.C(Cl)CCl, predict the reaction product. The product is: [Cl:29][C:26]1[CH:27]=[CH:28][C:23]([CH2:22][C@@H:3]([NH:2][C:49]([C@@H:40]2[CH2:41][C:42]3[C:47](=[CH:46][CH:45]=[CH:44][CH:43]=3)[CH2:48][N:39]2[C:52]([O:54][C:55]([CH3:58])([CH3:57])[CH3:56])=[O:53])=[O:50])[C:4](=[O:5])[N:6]2[CH2:11][CH2:10][CH:9]([C:12]3[CH:17]=[CH:16][CH:15]=[CH:14][C:13]=3[C:18]([F:21])([F:19])[F:20])[CH2:8][CH2:7]2)=[CH:24][CH:25]=1. (3) Given the reactants [CH2:1]([C@H:3]1[CH2:8][N:7]([CH2:9][C:10]2[CH:15]=[CH:14][CH:13]=[CH:12][CH:11]=2)[C@H:6]([CH3:16])[CH2:5][NH:4]1)[CH3:2].[C:17](O[C:17]([O:19][C:20]([CH3:23])([CH3:22])[CH3:21])=[O:18])([O:19][C:20]([CH3:23])([CH3:22])[CH3:21])=[O:18], predict the reaction product. The product is: [C:17]([N:4]1[CH2:5][C@@H:6]([CH3:16])[N:7]([CH2:9][C:10]2[CH:15]=[CH:14][CH:13]=[CH:12][CH:11]=2)[CH2:8][C@@H:3]1[CH2:1][CH3:2])([O:19][C:20]([CH3:23])([CH3:22])[CH3:21])=[O:18].